From a dataset of Full USPTO retrosynthesis dataset with 1.9M reactions from patents (1976-2016). Predict the reactants needed to synthesize the given product. Given the product [CH3:30][C:27]1[CH:26]=[CH:25][C:24]([C:22]2[N:12]=[C:10]3[N:9]([C:2]4[CH2:7][CH2:6][CH2:5][CH2:4][C:3]=4[S:11]3)[CH:21]=2)=[CH:29][CH:28]=1, predict the reactants needed to synthesize it. The reactants are: Cl[CH:2]1[CH2:7][CH2:6][CH2:5][CH2:4][C:3]1=O.[NH2:9][C:10]([NH2:12])=[S:11].C(N(CC)CC)C.Br[CH2:21][C:22]([C:24]1[CH:29]=[CH:28][C:27]([CH3:30])=[CH:26][CH:25]=1)=O.